From a dataset of Acute oral toxicity (LD50) regression data from Zhu et al.. Regression/Classification. Given a drug SMILES string, predict its toxicity properties. Task type varies by dataset: regression for continuous values (e.g., LD50, hERG inhibition percentage) or binary classification for toxic/non-toxic outcomes (e.g., AMES mutagenicity, cardiotoxicity, hepatotoxicity). Dataset: ld50_zhu. (1) The compound is COP(=O)(OC)OC(Cl)C(Cl)(Br)Br. The rat oral LD50 is 3.89, given as -log10 of the dose in mol/kg body weight (higher means more acutely toxic). (2) The drug is CC(N)C(O)c1ccccc1. The rat oral LD50 is 1.99, given as -log10 of the dose in mol/kg body weight (higher means more acutely toxic). (3) The compound is O=C1CN(N=Cc2ccc([N+](=O)[O-])o2)C(=O)N1. The rat oral LD50 is 2.60, given as -log10 of the dose in mol/kg body weight (higher means more acutely toxic). (4) The compound is CC1(C)CC(N=C=O)CC(C)(CN=C=O)C1. The rat oral LD50 is 1.66, given as -log10 of the dose in mol/kg body weight (higher means more acutely toxic). (5) The molecule is Fc1c(Cl)c(Cl)c2nc(C(F)(F)F)[nH]c2c1Cl. The rat oral LD50 is 5.11, given as -log10 of the dose in mol/kg body weight (higher means more acutely toxic). (6) The compound is CCCN(CCC)c1c([N+](=O)[O-])cc(C)cc1[N+](=O)[O-]. The rat oral LD50 is 1.89, given as -log10 of the dose in mol/kg body weight (higher means more acutely toxic). (7) The compound is CCOC(=O)C1CC2CCC1C2. The rat oral LD50 is 1.38, given as -log10 of the dose in mol/kg body weight (higher means more acutely toxic).